The task is: Predict the reaction yield, written as a fraction of the theoretical maximum amount of product (1.0 means a 100% yield; for example, 0.34 means a 34% yield).. This data is from Reaction yield outcomes from USPTO patents with 853,638 reactions. (1) The reactants are [CH:1](=O)[C:2]1[CH:7]=[CH:6][CH:5]=[CH:4][CH:3]=1.[NH2:9][C:10]1[CH:15]=[CH:14][C:13]([C@H:16]2[CH2:20][CH2:19][CH2:18][C@H:17]2[NH:21][S:22]([CH:25]([CH3:27])[CH3:26])(=[O:24])=[O:23])=[CH:12][CH:11]=1.[BH4-].[Na+]. The catalyst is CO.O.C(O)(=O)C. The product is [CH3:26][CH:25]([S:22]([NH:21][C@@H:17]1[CH2:18][CH2:19][CH2:20][C@@H:16]1[C:13]1[CH:12]=[CH:11][C:10]([NH:9][CH2:1][C:2]2[CH:7]=[CH:6][CH:5]=[CH:4][CH:3]=2)=[CH:15][CH:14]=1)(=[O:24])=[O:23])[CH3:27]. The yield is 0.650. (2) The reactants are C1(P(C2C=CC=CC=2)(S)=[S:8])C=CC=CC=1.[CH2:16]([O:18][C:19](=[O:24])[CH:20]([C:22]#[N:23])[CH3:21])[CH3:17].CCOC(C)=O. The catalyst is C(O)(C)C. The product is [NH2:23][C:22](=[S:8])[CH:20]([CH3:21])[C:19]([O:18][CH2:16][CH3:17])=[O:24]. The yield is 0.548. (3) The reactants are [O:1]1[CH2:5][CH2:4][CH:3]([CH:6]2[O:19][CH2:18][C:17]3[C:16]4[CH:15]=[CH:14][CH:13]=[CH:12][C:11]=4[C:10](=O)[O:9][C:8]=3[CH2:7]2)[CH2:2]1.CO.[NH3:23]. No catalyst specified. The product is [O:1]1[CH2:5][CH2:4][CH:3]([CH:6]2[O:19][CH2:18][C:17]3[C:16]4[C:11](=[CH:12][CH:13]=[CH:14][CH:15]=4)[C:10](=[O:9])[NH:23][C:8]=3[CH2:7]2)[CH2:2]1. The yield is 0.687.